This data is from Reaction yield outcomes from USPTO patents with 853,638 reactions. The task is: Predict the reaction yield, written as a fraction of the theoretical maximum amount of product (1.0 means a 100% yield; for example, 0.34 means a 34% yield). (1) The reactants are [CH:1]1([O:6][C:7]2[CH:8]=[C:9]([CH:12]=[CH:13][C:14]=2[O:15][CH3:16])[CH:10]=O)[CH2:5][CH2:4][CH2:3][CH2:2]1.[NH2:17]C1C=NC(Br)=CN=1.C(O[BH-](OC(=O)C)OC(=O)C)(=O)C.[Na+].C(O)(=O)C. The catalyst is ClCCl.C(OCC)(=O)C. The product is [CH:1]1([O:6][C:7]2[CH:8]=[C:9]([CH:12]=[CH:13][C:14]=2[O:15][CH3:16])[CH2:10][NH2:17])[CH2:5][CH2:4][CH2:3][CH2:2]1. The yield is 0.610. (2) The reactants are C(OC(=O)[NH:7][CH:8]1[CH2:13][CH2:12][CH:11]([CH2:14][NH:15][C:16]2[C:21]([N+:22]([O-:24])=[O:23])=[CH:20][N:19]=[C:18]([NH:25][CH2:26][C:27]3[CH:28]=[N:29][CH:30]=[CH:31][C:32]=3[Cl:33])[N:17]=2)[CH2:10][CH2:9]1)(C)(C)C.Cl. The catalyst is O1CCOCC1. The product is [NH2:7][C@H:8]1[CH2:13][CH2:12][C@H:11]([CH2:14][NH:15][C:16]2[C:21]([N+:22]([O-:24])=[O:23])=[CH:20][N:19]=[C:18]([NH:25][CH2:26][C:27]3[CH:28]=[N:29][CH:30]=[CH:31][C:32]=3[Cl:33])[N:17]=2)[CH2:10][CH2:9]1. The yield is 0.340.